Dataset: Catalyst prediction with 721,799 reactions and 888 catalyst types from USPTO. Task: Predict which catalyst facilitates the given reaction. Reactant: O[CH:2]=[C:3]1[C:11]2[C:6](=[CH:7][C:8]([C:12]([C:14]3[CH:15]=[C:16]([NH:20][C:21]([C:23]4[N:24]([CH3:28])[N:25]=[CH:26][CH:27]=4)=[O:22])[CH:17]=[CH:18][CH:19]=3)=[O:13])=[CH:9][CH:10]=2)[NH:5][C:4]1=[O:29].[CH3:30][N:31]1[CH2:36][CH2:35][N:34]([C:37]2[CH:42]=[CH:41][C:40]([NH2:43])=[CH:39][CH:38]=2)[CH2:33][CH2:32]1. Product: [CH3:30][N:31]1[CH2:32][CH2:33][N:34]([C:37]2[CH:42]=[CH:41][C:40]([NH:43][CH:2]=[C:3]3[C:11]4[C:6](=[CH:7][C:8]([C:12]([C:14]5[CH:15]=[C:16]([NH:20][C:21]([C:23]6[N:24]([CH3:28])[N:25]=[CH:26][CH:27]=6)=[O:22])[CH:17]=[CH:18][CH:19]=5)=[O:13])=[CH:9][CH:10]=4)[NH:5][C:4]3=[O:29])=[CH:39][CH:38]=2)[CH2:35][CH2:36]1. The catalyst class is: 1.